Dataset: Blood-brain barrier permeability classification from the B3DB database. Task: Regression/Classification. Given a drug SMILES string, predict its absorption, distribution, metabolism, or excretion properties. Task type varies by dataset: regression for continuous measurements (e.g., permeability, clearance, half-life) or binary classification for categorical outcomes (e.g., BBB penetration, CYP inhibition). Dataset: b3db_classification. The molecule is CC(C)(C)c1ccc(CN2CCN(C(c3ccccc3)c3ccc(Cl)cc3)CC2)cc1. The result is 1 (penetrates BBB).